This data is from Reaction yield outcomes from USPTO patents with 853,638 reactions. The task is: Predict the reaction yield, written as a fraction of the theoretical maximum amount of product (1.0 means a 100% yield; for example, 0.34 means a 34% yield). (1) The reactants are [Cl:1][C:2]1[CH:7]=[CH:6][CH:5]=[CH:4][C:3]=1[NH:8][C:9]([C:12]1[S:25][C:15]2[C:16]3[CH:24]=[N:23][CH:22]=[CH:21][C:17]=3[O:18][CH2:19][CH2:20][C:14]=2[CH:13]=1)=[N:10][NH2:11].[CH2:26](OC(OCC)OCC)C. No catalyst specified. The product is [S:25]1[C:15]2[C:16]3[CH:24]=[N:23][CH:22]=[CH:21][C:17]=3[O:18][CH2:19][CH2:20][C:14]=2[CH:13]=[C:12]1[C:9]1[N:8]([C:3]2[CH:4]=[CH:5][CH:6]=[CH:7][C:2]=2[Cl:1])[CH:26]=[N:11][N:10]=1. The yield is 0.380. (2) The yield is 0.320. The product is [NH2:1][C:2]1[C:11](/[CH:19]=[CH:18]/[C:17]([O:21][C:22]([CH3:25])([CH3:24])[CH3:23])=[O:20])=[CH:10][C:9]2[CH2:8][CH2:7][CH2:6][CH2:5][C:4]=2[C:3]=1[C:13]([O:15][CH3:16])=[O:14]. The reactants are [NH2:1][C:2]1[C:11](Br)=[CH:10][C:9]2[CH2:8][CH2:7][CH2:6][CH2:5][C:4]=2[C:3]=1[C:13]([O:15][CH3:16])=[O:14].[C:17]([O:21][C:22]([CH3:25])([CH3:24])[CH3:23])(=[O:20])[CH:18]=[CH2:19].C1(C)C=CC=CC=1P(C1C=CC=CC=1C)C1C=CC=CC=1C.C(N(CC)CC)C. The catalyst is C([O-])(=O)C.C([O-])(=O)C.[Pd+2].C(#N)C. (3) The reactants are C(OC(=O)[NH:7][C:8]1[CH:13]=[CH:12][C:11]([Cl:14])=[C:10]([OH:15])[CH:9]=1)(C)(C)C.Cl.[CH3:18][N:19]([CH2:21][CH2:22]Cl)[CH3:20].C([O-])([O-])=O.[K+].[K+]. The catalyst is COCCOC.O. The product is [CH3:18][N:19]([CH2:21][CH2:22][O:15][C:10]1[CH:9]=[C:8]([CH:13]=[CH:12][C:11]=1[Cl:14])[NH2:7])[CH3:20]. The yield is 0.500. (4) The reactants are [CH2:1]([N:8]1[C:16]2[C:15]3=[N:17][C@H:18]([CH2:20][C:21]4[CH:26]=[CH:25][CH:24]=[CH:23][CH:22]=4)[CH2:19][N:14]3[C:13](=[O:27])[N:12]([CH2:28][CH2:29][CH3:30])[C:11]=2[N:10]=[CH:9]1)[C:2]1[CH:7]=[CH:6][CH:5]=[CH:4][CH:3]=1.C([N-]C(C)C)(C)C.[Li+].C(Br)(Br)(Br)[Br:40].[Cl-].[NH4+]. The catalyst is O1CCCC1.C1CCCCC1. The product is [CH2:1]([N:8]1[C:16]2[C:15]3=[N:17][C@H:18]([CH2:20][C:21]4[CH:22]=[CH:23][CH:24]=[CH:25][CH:26]=4)[CH2:19][N:14]3[C:13](=[O:27])[N:12]([CH2:28][CH2:29][CH3:30])[C:11]=2[N:10]=[C:9]1[Br:40])[C:2]1[CH:7]=[CH:6][CH:5]=[CH:4][CH:3]=1. The yield is 0.720. (5) The reactants are [ClH:1].[CH3:2][O:3][C:4]1[C:9]([O:10][CH3:11])=[CH:8][CH:7]=[CH:6][C:5]=1[NH:12]C(=O)OC(C)(C)C. The catalyst is CCOCC. The product is [ClH:1].[CH3:2][O:3][C:4]1[C:9]([O:10][CH3:11])=[CH:8][CH:7]=[CH:6][C:5]=1[NH2:12]. The yield is 0.870. (6) The reactants are [CH3:1][C:2]1[CH:11]=[CH:10][C:9]2[C:4](=[CH:5][CH:6]=[CH:7][C:8]=2[O:12][CH2:13][CH2:14][N:15]2[CH2:20][CH2:19][CH:18]([CH2:21][C:22]3[CH:23]=[C:24]([CH:28]=[CH:29][CH:30]=3)[C:25](O)=[O:26])[CH2:17][CH2:16]2)[N:3]=1.[NH2:31][C:32]1[CH:37]=[CH:36][CH:35]=[CH:34][CH:33]=1. No catalyst specified. The product is [CH3:1][C:2]1[CH:11]=[CH:10][C:9]2[C:4](=[CH:5][CH:6]=[CH:7][C:8]=2[O:12][CH2:13][CH2:14][N:15]2[CH2:16][CH2:17][CH:18]([CH2:21][C:22]3[CH:23]=[C:24]([CH:28]=[CH:29][CH:30]=3)[C:25]([NH:31][C:32]3[CH:37]=[CH:36][CH:35]=[CH:34][CH:33]=3)=[O:26])[CH2:19][CH2:20]2)[N:3]=1. The yield is 0.590. (7) The reactants are Br[C:2]1[C:7]([NH2:8])=[CH:6][CH:5]=[C:4]([CH3:9])[N:3]=1.[C:10]([C:12]1[CH:17]=[CH:16][C:15]([F:18])=[CH:14][CH:13]=1)#[CH:11]. The catalyst is C(N(CC)CC)C.Cl[Pd](Cl)([P](C1C=CC=CC=1)(C1C=CC=CC=1)C1C=CC=CC=1)[P](C1C=CC=CC=1)(C1C=CC=CC=1)C1C=CC=CC=1.[Cu]I. The product is [F:18][C:15]1[CH:16]=[CH:17][C:12]([C:10]#[C:11][C:2]2[C:7]([NH2:8])=[CH:6][CH:5]=[C:4]([CH3:9])[N:3]=2)=[CH:13][CH:14]=1. The yield is 0.680. (8) The reactants are [OH-].[NH4+:2].[CH3:3][O:4][C:5]1[CH:10]=[C:9]([N+:11]([O-:13])=[O:12])[CH:8]=[CH:7][C:6]=1[S:14](Cl)(=[O:16])=[O:15]. The catalyst is [NH4+].[Cl-]. The product is [CH3:3][O:4][C:5]1[CH:10]=[C:9]([N+:11]([O-:13])=[O:12])[CH:8]=[CH:7][C:6]=1[S:14]([NH2:2])(=[O:16])=[O:15]. The yield is 0.680. (9) The reactants are [CH3:1][C:2]1[N:3]=[CH:4][C:5]([NH2:8])=[N:6][CH:7]=1.N1C=CC=CC=1.[Br:15]Br.O. The catalyst is C(Cl)(Cl)Cl. The product is [Br:15][C:4]1[C:5]([NH2:8])=[N:6][CH:7]=[C:2]([CH3:1])[N:3]=1. The yield is 0.564.